This data is from Forward reaction prediction with 1.9M reactions from USPTO patents (1976-2016). The task is: Predict the product of the given reaction. Given the reactants [OH:1][CH:2]1[CH2:6][CH2:5][CH2:4][CH:3]1[CH2:7][CH:8]([C:17]1[CH:22]=[CH:21][C:20]([S:23]([CH3:26])(=[O:25])=[O:24])=[CH:19][CH:18]=1)[C:9]([NH:11][C:12]1[S:13][CH:14]=[CH:15][N:16]=1)=[O:10].[Cr](Cl)([O-])(=O)=O.[NH+]1C=CC=CC=1, predict the reaction product. The product is: [CH3:26][S:23]([C:20]1[CH:21]=[CH:22][C:17]([CH:8]([CH2:7][CH:3]2[CH2:4][CH2:5][CH2:6][C:2]2=[O:1])[C:9]([NH:11][C:12]2[S:13][CH:14]=[CH:15][N:16]=2)=[O:10])=[CH:18][CH:19]=1)(=[O:24])=[O:25].